From a dataset of Full USPTO retrosynthesis dataset with 1.9M reactions from patents (1976-2016). Predict the reactants needed to synthesize the given product. (1) The reactants are: [F:1][C:2]1[CH:23]=[CH:22][C:5]([O:6][C:7]2[CH:8]=[C:9]([CH:13]=[C:14]([O:16][C@@H:17]([CH3:21])[CH2:18][O:19][CH3:20])[CH:15]=2)[C:10]([OH:12])=O)=[CH:4][CH:3]=1.[CH2:24]([O:26][C:27](=[O:36])[CH2:28][S:29][C:30]1[S:34][C:33]([NH2:35])=[N:32][CH:31]=1)[CH3:25]. Given the product [CH2:24]([O:26][C:27](=[O:36])[CH2:28][S:29][C:30]1[S:34][C:33]([NH:35][C:10](=[O:12])[C:9]2[CH:13]=[C:14]([O:16][C@@H:17]([CH3:21])[CH2:18][O:19][CH3:20])[CH:15]=[C:7]([O:6][C:5]3[CH:4]=[CH:3][C:2]([F:1])=[CH:23][CH:22]=3)[CH:8]=2)=[N:32][CH:31]=1)[CH3:25], predict the reactants needed to synthesize it. (2) Given the product [F:1][C:2]([F:19])([F:18])[C:3]1[CH:4]=[C:5]([CH:15]=[CH:16][CH:17]=1)[O:6][C:7]1[CH:8]=[C:9]([C:13]2[S:23][C:22]([NH:24][C:25]3[CH:26]=[C:27]([CH:33]=[CH:34][CH:35]=3)[C:28]([O:30][CH2:31][CH3:32])=[O:29])=[N:20][N:21]=2)[CH:10]=[CH:11][CH:12]=1, predict the reactants needed to synthesize it. The reactants are: [F:1][C:2]([F:19])([F:18])[C:3]1[CH:4]=[C:5]([CH:15]=[CH:16][CH:17]=1)[O:6][C:7]1[CH:8]=[C:9]([CH:13]=O)[CH:10]=[CH:11][CH:12]=1.[NH:20]([C:22]([NH:24][C:25]1[CH:26]=[C:27]([CH:33]=[CH:34][CH:35]=1)[C:28]([O:30][CH2:31][CH3:32])=[O:29])=[S:23])[NH2:21]. (3) Given the product [CH3:21][C:20]1([CH3:22])[CH2:19][C:18]2[C:13](=[CH:14][CH:15]=[C:16]([C:23]([O:25][CH3:26])=[O:24])[CH:17]=2)[N:12]=[C:11]1[C:8]1[CH:9]=[CH:10][C:5]([S:2](=[O:4])(=[O:3])[NH:33][CH3:30])=[CH:6][CH:7]=1, predict the reactants needed to synthesize it. The reactants are: Cl[S:2]([C:5]1[CH:10]=[CH:9][C:8]([C:11]2[C:20]([CH3:22])([CH3:21])[CH2:19][C:18]3[C:13](=[CH:14][CH:15]=[C:16]([C:23]([O:25][CH3:26])=[O:24])[CH:17]=3)[N:12]=2)=[CH:7][CH:6]=1)(=[O:4])=[O:3].Cl.CN.[CH:30]([N:33](CC)C(C)C)(C)C.